Dataset: Forward reaction prediction with 1.9M reactions from USPTO patents (1976-2016). Task: Predict the product of the given reaction. Given the reactants [CH3:1][NH:2][C:3]([N:5]1[C:13]2[C:8](=[CH:9][C:10]([O:14][C:15]3[CH:20]=[CH:19][N:18]=[C:17]([N:21](C(OC4C=CC=CC=4)=O)[C:22](=[O:30])OC4C=CC=CC=4)[CH:16]=3)=[CH:11][CH:12]=2)[CH:7]=[CH:6]1)=[O:4].C(N(CC)CC)C.Cl.[NH2:48][C@H:49]([CH2:53][C:54]1[CH:59]=[CH:58][CH:57]=[CH:56][CH:55]=1)[C:50]([NH2:52])=[O:51], predict the reaction product. The product is: [CH3:1][NH:2][C:3]([N:5]1[C:13]2[C:8](=[CH:9][C:10]([O:14][C:15]3[CH:20]=[CH:19][N:18]=[C:17]([NH:21][C:22]([NH:48][C@@H:49]([C:50](=[O:51])[NH2:52])[CH2:53][C:54]4[CH:59]=[CH:58][CH:57]=[CH:56][CH:55]=4)=[O:30])[CH:16]=3)=[CH:11][CH:12]=2)[CH:7]=[CH:6]1)=[O:4].